From a dataset of Full USPTO retrosynthesis dataset with 1.9M reactions from patents (1976-2016). Predict the reactants needed to synthesize the given product. (1) Given the product [F:9][C:8]([F:11])([F:10])[C:7]1[C:2]([N:25]2[CH2:26][CH2:27][C:22](=[O:21])[CH2:23][CH2:24]2)=[N:3][CH:4]=[CH:5][CH:6]=1, predict the reactants needed to synthesize it. The reactants are: Cl[C:2]1[C:7]([C:8]([F:11])([F:10])[F:9])=[CH:6][CH:5]=[CH:4][N:3]=1.C([O-])([O-])=O.[K+].[K+].O1[C:22]2([CH2:27][CH2:26][NH:25][CH2:24][CH2:23]2)[O:21]CC1. (2) Given the product [Si:22]([O:1][CH:2]1[CH2:7][CH2:6][NH:5][CH2:4][CH2:3]1)([C:25]([CH3:28])([CH3:27])[CH3:26])([CH3:24])[CH3:23], predict the reactants needed to synthesize it. The reactants are: [OH:1][CH:2]1[CH2:7][CH2:6][NH:5][CH2:4][CH2:3]1.N1C=CC=CC=1.O([Si:22]([C:25]([CH3:28])([CH3:27])[CH3:26])([CH3:24])[CH3:23])S(C(F)(F)F)(=O)=O.O. (3) Given the product [Br:51][C:52]1[CH:60]=[CH:59][CH:58]=[CH:57][C:53]=1[C:54]([N:26]1[C:27]2[C:19](=[CH:18][CH:17]=[C:16]3[C:34]4[C:13](=[CH:12][CH:11]=[C:10]([C:5]5[CH:6]=[CH:7][CH:8]=[CH:4][CH:3]=5)[CH:35]=4)[NH:14][C:15]3=2)[C:20]2[C:25]1=[CH:24][CH:23]=[C:22]([C:28]1[CH:33]=[CH:32][CH:31]=[CH:30][CH:29]=1)[CH:21]=2)=[O:55], predict the reactants needed to synthesize it. The reactants are: [H-].[Na+].[CH:3](=[C:5](/[C:10]1[CH:35]=[C:34]2[C:13]([NH:14][C:15]3[C:16]2=[CH:17][CH:18]=[C:19]2[C:27]=3[NH:26][C:25]3[C:20]2=[CH:21][C:22]([C:28]2[CH:33]=[CH:32][CH:31]=[CH:30][CH:29]=2)=[CH:23][CH:24]=3)=[CH:12][CH:11]=1)\[CH:6]=[CH:7]/[CH:8]=C)\[CH3:4].C1OCCOCCOCCOCCOC1.[Br:51][C:52]1[CH:60]=[CH:59][CH:58]=[CH:57][C:53]=1[C:54](Cl)=[O:55]. (4) Given the product [CH:29]([O:25][CH2:40][CH2:45][O:28][NH:27][C:3]([C:5]1[CH:10]=[CH:9][N:8]2[CH:11]=[N:12][CH:13]=[C:7]2[C:6]=1[NH:14][C:15]1[CH:20]=[CH:19][C:18]([CH:21]2[CH2:23][CH2:22]2)=[CH:17][C:16]=1[F:24])=[O:4])=[CH2:30], predict the reactants needed to synthesize it. The reactants are: CO[C:3]([C:5]1[CH:10]=[CH:9][N:8]2[CH:11]=[N:12][CH:13]=[C:7]2[C:6]=1[NH:14][C:15]1[CH:20]=[CH:19][C:18]([CH:21]2[CH2:23][CH2:22]2)=[CH:17][C:16]=1[F:24])=[O:4].[OH-:25].[Na+].[NH2:27][OH:28].[CH3:29][CH2:30]N=C=NCCCN(C)C.[CH:40]1C=CC2N(O)N=NC=2[CH:45]=1. (5) Given the product [CH:48]1([C:47]([C:53]2[CH:58]=[CH:57][CH:56]=[CH:55][CH:54]=2)([C:41]2[CH:42]=[CH:43][CH:44]=[CH:45][CH:46]=2)[CH:20]2[CH2:21][C:22]([CH3:24])([CH3:23])[C:11]3[CH:10]=[C:9]4[C:14](=[CH:13][C:12]=3[C:19]2([CH3:26])[CH3:25])[CH2:15][C:16]2[CH:17]=[C:18]3[C:2]([CH3:29])([CH3:1])[CH2:3][CH2:4][C:5]([CH3:28])([CH3:27])[C:6]3=[CH:7][C:8]4=2)[CH:49]=[CH:50][CH:51]=[CH:52]1, predict the reactants needed to synthesize it. The reactants are: [CH3:1][C:2]1([CH3:29])[C:18]2[CH:17]=[C:16]3[C:8]([C:9]4[CH:10]=[C:11]5[C:22]([CH3:24])([CH3:23])[CH2:21][CH2:20][C:19]([CH3:26])([CH3:25])[C:12]5=[CH:13][C:14]=4[CH2:15]3)=[CH:7][C:6]=2[C:5]([CH3:28])([CH3:27])[CH2:4][CH2:3]1.CCCCCC.[Li]CCCC.[C:41]1([C:47]([C:53]2[CH:58]=[CH:57][CH:56]=[CH:55][CH:54]=2)=[C:48]2[CH:52]=[CH:51][CH:50]=[CH:49]2)[CH:46]=[CH:45][CH:44]=[CH:43][CH:42]=1. (6) Given the product [CH3:60][S:61]([C:64]1[CH:69]=[CH:68][C:67]([C:45]2[C:36]([O:35][C:34]3[CH:58]=[CH:59][C:31]([O:30][CH2:29][CH2:28][N:22]4[CH2:23][CH2:24][CH2:25][CH2:26][CH2:27]4)=[CH:32][CH:33]=3)=[C:37]3[C:42](=[CH:43][CH:44]=2)[CH:41]=[C:40]([O:54][C:55](=[O:57])[CH3:56])[CH:39]=[CH:38]3)=[CH:66][C:65]=1[O:78][CH3:79])(=[O:63])=[O:62], predict the reactants needed to synthesize it. The reactants are: C1(P(C2CCCCC2)C2CCCCC2)CCCCC1.[F-].[Cs+].[N:22]1([CH2:28][CH2:29][O:30][C:31]2[CH:59]=[CH:58][C:34]([O:35][C:36]3[C:45](OS(C(F)(F)F)(=O)=O)=[CH:44][CH:43]=[C:42]4[C:37]=3[CH:38]=[CH:39][C:40]([O:54][C:55](=[O:57])[CH3:56])=[CH:41]4)=[CH:33][CH:32]=2)[CH2:27][CH2:26][CH2:25][CH2:24][CH2:23]1.[CH3:60][S:61]([C:64]1[CH:69]=[CH:68][C:67](OS(C(F)(F)F)(=O)=O)=[CH:66][C:65]=1[O:78][CH3:79])(=[O:63])=[O:62]. (7) Given the product [N:23]1[CH:28]=[CH:27][CH:26]=[CH:25][C:24]=1[C:29]1[N:33]=[C:32]([C:34]2[CH:39]=[C:38]([O:6][S:3]([C:2]([F:15])([F:14])[F:1])(=[O:5])=[O:4])[CH:37]=[C:36]([C:41]#[N:42])[CH:35]=2)[O:31][N:30]=1, predict the reactants needed to synthesize it. The reactants are: [F:1][C:2]([F:15])([F:14])[S:3]([O:6]S(C(F)(F)F)(=O)=O)(=[O:5])=[O:4].C(N(CC)CC)C.[N:23]1[CH:28]=[CH:27][CH:26]=[CH:25][C:24]=1[C:29]1[N:33]=[C:32]([C:34]2[CH:39]=[C:38](O)[CH:37]=[C:36]([C:41]#[N:42])[CH:35]=2)[O:31][N:30]=1.